This data is from Forward reaction prediction with 1.9M reactions from USPTO patents (1976-2016). The task is: Predict the product of the given reaction. The product is: [OH:54][C@H:7]([C@H:8]([NH:12][C:13](=[O:53])[C@H:14]([NH:16][C:17](=[O:52])[C@H:18]([NH:22][C:23](=[O:51])[CH2:24][C@H:25]([OH:50])/[CH:26]=[CH:27]/[CH2:28][CH2:29][S:30][C:31]([C:38]1[CH:43]=[CH:42][CH:41]=[CH:40][CH:39]=1)([C:32]1[CH:37]=[CH:36][CH:35]=[CH:34][CH:33]=1)[C:44]1[CH:49]=[CH:48][CH:47]=[CH:46][CH:45]=1)[CH:19]([CH3:20])[CH3:21])[CH3:15])[CH:9]([CH3:11])[CH3:10])[CH2:6][C:5]([OH:55])=[O:4]. Given the reactants C([O:4][C:5](=[O:55])[CH2:6][C@H:7]([OH:54])[C@H:8]([NH:12][C:13](=[O:53])[C@H:14]([NH:16][C:17](=[O:52])[C@H:18]([NH:22][C:23](=[O:51])[CH2:24][C@H:25]([OH:50])/[CH:26]=[CH:27]/[CH2:28][CH2:29][S:30][C:31]([C:44]1[CH:49]=[CH:48][CH:47]=[CH:46][CH:45]=1)([C:38]1[CH:43]=[CH:42][CH:41]=[CH:40][CH:39]=1)[C:32]1[CH:37]=[CH:36][CH:35]=[CH:34][CH:33]=1)[CH:19]([CH3:21])[CH3:20])[CH3:15])[CH:9]([CH3:11])[CH3:10])C=C.N1CCOCC1, predict the reaction product.